This data is from Full USPTO retrosynthesis dataset with 1.9M reactions from patents (1976-2016). The task is: Predict the reactants needed to synthesize the given product. (1) Given the product [CH3:1][O:2][C:3]1[C:4]([CH3:24])=[CH:5][CH:6]=[CH:7][N:8]=1, predict the reactants needed to synthesize it. The reactants are: [CH3:1][O:2][C:3]1[N:8]=[C:7]2NC(S(CC3C(C)=C(OC)C=CN=3)=O)=N[C:6]2=[CH:5][C:4]=1[CH3:24].[OH-].[Na+]. (2) Given the product [C:5]([O:8][CH2:9][CH:10]([CH2:11][C:12]1[N:1]=[C:2]([NH2:4])[S:3][CH:13]=1)[CH2:16][O:17][C:18](=[O:20])[CH3:19])(=[O:7])[CH3:6], predict the reactants needed to synthesize it. The reactants are: [NH2:1][C:2]([NH2:4])=[S:3].[C:5]([O:8][CH2:9][CH:10]([CH2:16][O:17][C:18](=[O:20])[CH3:19])[CH2:11][C:12](=O)[CH2:13]Br)(=[O:7])[CH3:6]. (3) Given the product [Cl:8][C:5]1[N:4]=[C:3]([CH:10]2[CH2:12][CH2:11]2)[C:2]([F:1])=[CH:7][N:6]=1, predict the reactants needed to synthesize it. The reactants are: [F:1][C:2]1[C:3](Cl)=[N:4][C:5]([Cl:8])=[N:6][CH:7]=1.[CH:10]1(B(O)O)[CH2:12][CH2:11]1.[O-]P([O-])([O-])=O.[K+].[K+].[K+].C(Cl)Cl.